Dataset: Catalyst prediction with 721,799 reactions and 888 catalyst types from USPTO. Task: Predict which catalyst facilitates the given reaction. (1) Reactant: [CH3:1][N:2]1[C:7](=[O:8])[C:6]([NH:9][C:10]2[CH:15]=[CH:14][C:13]([N:16]3[CH2:21][CH2:20][N:19]([CH:22]4[CH2:25][O:24][CH2:23]4)[CH2:18][CH2:17]3)=[CH:12][N:11]=2)=[CH:5][C:4]([C:26]2[CH:33]=[N:32][CH:31]=[C:30]([N:34]3[CH2:46][CH2:45][C:44]4[N:43]5[C:38]([CH2:39][CH2:40][CH2:41][CH2:42]5)=[CH:37][C:36]=4[C:35]3=[O:47])[C:27]=2[CH:28]=[O:29])=[CH:3]1.[BH4-].[Na+]. Product: [OH:29][CH2:28][C:27]1[C:26]([C:4]2[CH:5]=[C:6]([NH:9][C:10]3[CH:15]=[CH:14][C:13]([N:16]4[CH2:17][CH2:18][N:19]([CH:22]5[CH2:25][O:24][CH2:23]5)[CH2:20][CH2:21]4)=[CH:12][N:11]=3)[C:7](=[O:8])[N:2]([CH3:1])[CH:3]=2)=[CH:33][N:32]=[CH:31][C:30]=1[N:34]1[CH2:46][CH2:45][C:44]2[N:43]3[C:38]([CH2:39][CH2:40][CH2:41][CH2:42]3)=[CH:37][C:36]=2[C:35]1=[O:47]. The catalyst class is: 5. (2) Product: [O-:11][C:9]([C:8]([F:13])([F:12])[F:7])=[O:10].[NH2:1][N:2]1[CH:6]=[NH+:5][N:4]=[CH:3]1. The catalyst class is: 6. Reactant: [NH2:1][N:2]1[CH:6]=[N:5][N:4]=[CH:3]1.[F:7][C:8]([F:13])([F:12])[C:9]([OH:11])=[O:10]. (3) Reactant: N[C:2]1[CH:7]=[CH:6][CH:5]=[CH:4][C:3]=1[SH:8].C([N:11](CC)CC)C.Cl.Cl[CH2:18][C:19]1[N:23]([CH2:24][CH2:25][CH3:26])[CH:22]=[N:21][N:20]=1. Product: [CH2:24]([N:23]1[CH:22]=[N:21][N:20]=[C:19]1[CH2:18][S:8][C:3]1[CH:4]=[CH:5][C:6]([NH2:11])=[CH:7][CH:2]=1)[CH2:25][CH3:26]. The catalyst class is: 83. (4) Product: [C:1]([N:4]1[C:13]2[C:8](=[CH:9][C:10]([C:34]3[CH:39]=[CH:38][C:37]([CH2:40][CH2:41][C:42]([OH:44])=[O:43])=[CH:36][CH:35]=3)=[CH:11][CH:12]=2)[C@H:7]([NH:23][C:24]2[CH:31]=[CH:30][C:27]([C:28]#[N:29])=[CH:26][N:25]=2)[CH2:6][C@@H:5]1[CH3:32])(=[O:3])[CH3:2]. The catalyst class is: 335. Reactant: [C:1]([N:4]1[C:13]2[C:8](=[CH:9][C:10](B3OC(C)(C)C(C)(C)O3)=[CH:11][CH:12]=2)[C@H:7]([NH:23][C:24]2[CH:31]=[CH:30][C:27]([C:28]#[N:29])=[CH:26][N:25]=2)[CH2:6][C@@H:5]1[CH3:32])(=[O:3])[CH3:2].Br[C:34]1[CH:39]=[CH:38][C:37]([CH2:40][CH2:41][C:42]([OH:44])=[O:43])=[CH:36][CH:35]=1.C(=O)([O-])[O-].[K+].[K+]. (5) Reactant: [Cl:1][C:2]1[C:3](C(OC)=O)=[N:4][CH:5]=[C:6]([CH2:8][O:9][Si:10]([C:13]([CH3:16])([CH3:15])[CH3:14])([CH3:12])[CH3:11])[CH:7]=1.[CH3:21][Mg]Br.[NH4+].[Cl-].O.CCO[C:30]([CH3:32])=[O:31]. Product: [Cl:1][C:2]1[C:3]([C:30]([OH:31])([CH3:32])[CH3:21])=[N:4][CH:5]=[C:6]([CH2:8][O:9][Si:10]([C:13]([CH3:16])([CH3:15])[CH3:14])([CH3:11])[CH3:12])[CH:7]=1. The catalyst class is: 1.